This data is from Forward reaction prediction with 1.9M reactions from USPTO patents (1976-2016). The task is: Predict the product of the given reaction. Given the reactants Cl[C:2]1[C:7]([C:8]#[N:9])=[C:6]([O:10][CH3:11])[CH:5]=[CH:4][N:3]=1, predict the reaction product. The product is: [CH3:11][O:10][C:6]1[CH:5]=[CH:4][N:3]=[CH:2][C:7]=1[C:8]#[N:9].